From a dataset of Reaction yield outcomes from USPTO patents with 853,638 reactions. Predict the reaction yield, written as a fraction of the theoretical maximum amount of product (1.0 means a 100% yield; for example, 0.34 means a 34% yield). (1) The reactants are Cl.[C:2]([C:4]1[CH:9]=[CH:8][C:7]([C:10]2[CH:11]=[C:12]3[N:25]([CH2:26][CH2:27][CH2:28][NH:29]C(=O)OC(C)(C)C)[CH:24]=[CH:23][C:13]3=[N:14][C:15]=2[C:16]2[CH:21]=[CH:20][C:19]([CH3:22])=[CH:18][CH:17]=2)=[CH:6][CH:5]=1)#[N:3]. No catalyst specified. The product is [NH2:29][CH2:28][CH2:27][CH2:26][N:25]1[C:12]2[C:13](=[N:14][C:15]([C:16]3[CH:17]=[CH:18][C:19]([CH3:22])=[CH:20][CH:21]=3)=[C:10]([C:7]3[CH:8]=[CH:9][C:4]([C:2]#[N:3])=[CH:5][CH:6]=3)[CH:11]=2)[CH:23]=[CH:24]1. The yield is 0.200. (2) The reactants are [CH:1]([C:4]1[CH:9]=[C:8]([N+:10]([O-])=O)[CH:7]=[C:6]([CH:13]([CH3:15])[CH3:14])[C:5]=1[NH:16][S:17]([C:20]1[CH:25]=[CH:24][C:23]([CH3:26])=[CH:22][CH:21]=1)(=[O:19])=[O:18])([CH3:3])[CH3:2].[OH-].[Na+]. The catalyst is C(O)C.C(OCC)(=O)C. The product is [NH2:10][C:8]1[CH:9]=[C:4]([CH:1]([CH3:3])[CH3:2])[C:5]([NH:16][S:17]([C:20]2[CH:21]=[CH:22][C:23]([CH3:26])=[CH:24][CH:25]=2)(=[O:19])=[O:18])=[C:6]([CH:13]([CH3:15])[CH3:14])[CH:7]=1. The yield is 0.760. (3) The reactants are [N:1]([CH:4]1[CH2:13][CH2:12][C:11]2[CH:10]=[C:9]([C:14]#[N:15])[CH:8]=[CH:7][C:6]=2[CH:5]1[OH:16])=[N+:2]=[N-:3].Cl.[NH2:18][OH:19].C(=O)(O)[O-].[Na+].CCOC(C)=O. The catalyst is CC(O)C. The product is [N:1]([CH:4]1[CH2:13][CH2:12][C:11]2[CH:10]=[C:9]([C:14](=[N:18][OH:19])[NH2:15])[CH:8]=[CH:7][C:6]=2[CH:5]1[OH:16])=[N+:2]=[N-:3]. The yield is 0.960. (4) The reactants are [I:1][C:2]1[CH:3]=[C:4]2[C:8](=[CH:9][CH:10]=1)[NH:7][C:6](=[O:11])[C:5]2=O.[CH2:13]([C:20]1[CH:38]=[CH:37][C:23]([C:24]([NH:26][C:27]2[CH:32]=[CH:31][C:30]([C:33]([NH:35][NH2:36])=[O:34])=[CH:29][CH:28]=2)=[O:25])=[CH:22][CH:21]=1)[CH2:14][CH2:15][CH2:16][CH2:17][CH2:18][CH3:19]. The catalyst is C(O)(=O)C. The product is [CH2:13]([C:20]1[CH:38]=[CH:37][C:23]([C:24]([NH:26][C:27]2[CH:28]=[CH:29][C:30]([C:33]([NH:35][N:36]=[C:5]3[C:4]4[C:8](=[CH:9][CH:10]=[C:2]([I:1])[CH:3]=4)[NH:7][C:6]3=[O:11])=[O:34])=[CH:31][CH:32]=2)=[O:25])=[CH:22][CH:21]=1)[CH2:14][CH2:15][CH2:16][CH2:17][CH2:18][CH3:19]. The yield is 0.910. (5) The reactants are [N:1]1([S:7]([NH2:10])(=[O:9])=[O:8])[CH2:6][CH2:5][CH2:4][CH2:3][CH2:2]1.C([O-])=O.[NH4+].C(=O)([O-])[O-].[K+].[K+].[CH3:21][O:22][CH2:23][CH2:24]Br. The catalyst is CO. The product is [CH3:21][O:22][CH2:23][CH2:24][NH:10][S:7]([N:1]1[CH2:6][CH2:5][CH2:4][CH2:3][CH2:2]1)(=[O:9])=[O:8]. The yield is 0.530. (6) The reactants are [CH3:1][C:2]1[C:16](=[O:17])[N:15]=[C:14]2[N:4]([C@@H:5]3[O:9][C@H:8]([CH2:10][OH:11])[C@@H:7]([OH:12])[C@@H:6]3[O:13]2)[CH:3]=1.[CH3:18][O:19][CH2:20][CH2:21][O:22]B([O:22][CH2:21][CH2:20][O:19][CH3:18])[O:22][CH2:21][CH2:20][O:19][CH3:18]. The catalyst is COCCO. The product is [CH3:18][O:19][CH2:20][CH2:21][O:22][C@@H:6]1[C@H:7]([OH:12])[C@@H:8]([CH2:10][OH:11])[O:9][C@H:5]1[N:4]1[CH:3]=[C:2]([CH3:1])[C:16](=[O:17])[NH:15][C:14]1=[O:13]. The yield is 0.630.